From a dataset of Catalyst prediction with 721,799 reactions and 888 catalyst types from USPTO. Predict which catalyst facilitates the given reaction. (1) Reactant: CN(C)C1C=CC(N[C:10]2[N:15]=[C:14]([NH:16][CH2:17][C:18]3[O:19][CH:20]=[CH:21][CH:22]=3)[N:13]=[C:12]([O:23][CH2:24][CH3:25])[N:11]=2)=CC=1.[NH2:27][C:28]1[CH:38]=[CH:37][C:31]2[NH:32][C:33](=[O:36])[CH2:34][O:35][C:30]=2[CH:29]=1.C([O-])([O-])=O.[K+].[K+].CN(C=O)C. Product: [CH2:24]([O:23][C:12]1[N:13]=[C:14]([NH:16][CH2:17][C:18]2[O:19][CH:20]=[CH:21][CH:22]=2)[N:15]=[C:10]([NH:27][C:28]2[CH:38]=[CH:37][C:31]3[NH:32][C:33](=[O:36])[CH2:34][O:35][C:30]=3[CH:29]=2)[N:11]=1)[CH3:25]. The catalyst class is: 6. (2) Reactant: [CH2:1]([C@@H:8]1[CH2:12][O:11][C:10](=[O:13])[N:9]1[C:14](=[O:19])[CH2:15][CH2:16][CH:17]=[CH2:18])[C:2]1[CH:7]=[CH:6][CH:5]=[CH:4][CH:3]=1.[Li+].C[Si]([N-][Si](C)(C)C)(C)C.[Cl:30][C:31]1[CH:36]=[C:35]([C:37]([F:40])([F:39])[F:38])[C:34]([F:41])=[C:33]([F:42])[C:32]=1[CH2:43]I. Product: [CH2:1]([C@@H:8]1[CH2:12][O:11][C:10](=[O:13])[N:9]1[C:14](=[O:19])[C@H:15]([CH2:43][C:32]1[C:31]([Cl:30])=[CH:36][C:35]([C:37]([F:40])([F:38])[F:39])=[C:34]([F:41])[C:33]=1[F:42])[CH2:16][CH:17]=[CH2:18])[C:2]1[CH:3]=[CH:4][CH:5]=[CH:6][CH:7]=1. The catalyst class is: 1. (3) Reactant: [CH3:1][O:2][C:3]1[CH:4]=[C:5]2[C:10](=[CH:11][C:12]=1[O:13][CH3:14])[N:9]=[CH:8][CH:7]=[C:6]2[O:15][C:16]1[CH:22]=[CH:21][C:19]([NH2:20])=[CH:18][CH:17]=1.Cl[C:24](Cl)([O:26][C:27](=[O:33])OC(Cl)(Cl)Cl)Cl.[CH:35]1(CO)[CH2:37][CH2:36]1.C(=O)(O)[O-].[Na+]. Product: [CH3:1][O:2][C:3]1[CH:4]=[C:5]2[C:10](=[CH:11][C:12]=1[O:13][CH3:14])[N:9]=[CH:8][CH:7]=[C:6]2[O:15][C:16]1[CH:22]=[CH:21][C:19]([NH:20][C:27](=[O:33])[O:26][CH2:24][CH:35]2[CH2:37][CH2:36]2)=[CH:18][CH:17]=1. The catalyst class is: 208. (4) Reactant: [CH3:1][C:2]1[CH:3]=[C:4]([OH:17])[CH:5]=[CH:6][C:7]=1[CH2:8][O:9][CH2:10][CH2:11][N:12]1[CH:16]=[CH:15][N:14]=[N:13]1.C(=O)([O-])[O-].[Cs+].[Cs+].Cl[CH2:25][C:26]1[N:27]=[C:28]([CH:31]=[CH:32][C:33]2[CH:38]=[CH:37][C:36]([S:39][C:40]([F:43])([F:42])[F:41])=[CH:35][CH:34]=2)[O:29][CH:30]=1.[I-].[K+]. Product: [CH3:1][C:2]1[CH:3]=[C:4]([O:17][CH2:25][C:26]2[N:27]=[C:28]([CH:31]=[CH:32][C:33]3[CH:38]=[CH:37][C:36]([S:39][C:40]([F:43])([F:41])[F:42])=[CH:35][CH:34]=3)[O:29][CH:30]=2)[CH:5]=[CH:6][C:7]=1[CH2:8][O:9][CH2:10][CH2:11][N:12]1[CH:16]=[CH:15][N:14]=[N:13]1. The catalyst class is: 131. (5) Reactant: [CH2:1]([O:3][C:4](=[O:21])[C:5]1[CH:10]=[CH:9][C:8]([C:11]2[NH:20][C:14]3[N:15]=[CH:16][N:17]=[C:18](Cl)[C:13]=3[CH:12]=2)=[CH:7][CH:6]=1)[CH3:2].[Cl:22][C:23]1[CH:24]=[C:25]([CH:27]=[CH:28][C:29]=1[F:30])[NH2:26]. Product: [CH2:1]([O:3][C:4](=[O:21])[C:5]1[CH:10]=[CH:9][C:8]([C:11]2[NH:20][C:14]3[N:15]=[CH:16][N:17]=[C:18]([NH:26][C:25]4[CH:27]=[CH:28][C:29]([F:30])=[C:23]([Cl:22])[CH:24]=4)[C:13]=3[CH:12]=2)=[CH:7][CH:6]=1)[CH3:2]. The catalyst class is: 51. (6) Reactant: [CH2:1]([NH:3][C:4]([C:6]1[CH:11]=[CH:10][C:9]([N:12]2[C:16]([OH:17])=[C:15]([C:18]([O:20][CH3:21])=[O:19])[N:14]=[N:13]2)=[CH:8][CH:7]=1)=[O:5])[CH3:2].S(OCC)(O[CH2:26][CH3:27])(=O)=O. Product: [CH2:26]([O:17][C:16]1[N:12]([C:9]2[CH:8]=[CH:7][C:6]([C:4]([NH:3][CH2:1][CH3:2])=[O:5])=[CH:11][CH:10]=2)[N:13]=[N:14][C:15]=1[C:18]([O:20][CH3:21])=[O:19])[CH3:27]. The catalyst class is: 3. (7) Reactant: [Cl:1][C:2]([Cl:11])([Cl:10])[C:3]([C:5]1[NH:6][CH:7]=[CH:8][CH:9]=1)=[O:4].S(Cl)([Cl:15])(=O)=O. Product: [Cl:11][C:2]([Cl:1])([Cl:10])[C:3]([C:5]1[NH:6][CH:7]=[C:8]([Cl:15])[CH:9]=1)=[O:4]. The catalyst class is: 2. (8) Reactant: [CH3:1][C:2]1[C:6]([CH2:7][O:8][C:9]2[CH:14]=[CH:13][C:12]([S:15]([NH:18][C:19]3[N:20]=[N:21][C:22]([O:25][CH3:26])=[CH:23][CH:24]=3)(=[O:17])=[O:16])=[CH:11][CH:10]=2)=[C:5]([CH3:27])[O:4][N:3]=1.[CH3:28][C:29](N=C(N(C)C)N(C)C)([CH3:31])[CH3:30].BrCC(C)C. Product: [CH3:1][C:2]1[C:6]([CH2:7][O:8][C:9]2[CH:10]=[CH:11][C:12]([S:15]([N:18]([CH2:28][CH:29]([CH3:31])[CH3:30])[C:19]3[N:20]=[N:21][C:22]([O:25][CH3:26])=[CH:23][CH:24]=3)(=[O:17])=[O:16])=[CH:13][CH:14]=2)=[C:5]([CH3:27])[O:4][N:3]=1. The catalyst class is: 382. (9) The catalyst class is: 92. Reactant: C1(C(=[N:14][C:15]([CH3:27])([CH2:20][C:21]2[CH:26]=[CH:25][N:24]=[CH:23][CH:22]=2)[C:16]([O:18][CH3:19])=[O:17])C2C=CC=CC=2)C=CC=CC=1.Cl. Product: [NH2:14][C:15]([CH3:27])([CH2:20][C:21]1[CH:22]=[CH:23][N:24]=[CH:25][CH:26]=1)[C:16]([O:18][CH3:19])=[O:17]. (10) Reactant: [C:1](Cl)(=[O:4])[CH:2]=[CH2:3].[NH2:6][C:7]1[CH:12]=[C:11]([NH:13][C:14]2[N:19]=[C:18]([C:20]3[CH:21]=[N:22][N:23]4[CH:28]=[CH:27][CH:26]=[CH:25][C:24]=34)[C:17]([Cl:29])=[CH:16][N:15]=2)[C:10]([O:30][CH3:31])=[CH:9][C:8]=1[N:32]1[CH2:37][CH2:36][N:35]([C:38](=[O:49])[C@@H:39]([NH:41]C(=O)OC(C)(C)C)[CH3:40])[CH2:34][CH2:33]1.CCN(C(C)C)C(C)C. Product: [NH2:41][C@@H:39]([CH3:40])[C:38]([N:35]1[CH2:36][CH2:37][N:32]([C:8]2[CH:9]=[C:10]([O:30][CH3:31])[C:11]([NH:13][C:14]3[N:19]=[C:18]([C:20]4[CH:21]=[N:22][N:23]5[CH:28]=[CH:27][CH:26]=[CH:25][C:24]=45)[C:17]([Cl:29])=[CH:16][N:15]=3)=[CH:12][C:7]=2[NH:6][C:1](=[O:4])[CH:2]=[CH2:3])[CH2:33][CH2:34]1)=[O:49]. The catalyst class is: 2.